This data is from Reaction yield outcomes from USPTO patents with 853,638 reactions. The task is: Predict the reaction yield, written as a fraction of the theoretical maximum amount of product (1.0 means a 100% yield; for example, 0.34 means a 34% yield). (1) The reactants are C([C:5]1[N:6]([CH2:17][C@@H:18]2[CH2:22][O:21][C:20]([CH3:24])([CH3:23])[O:19]2)[C:7]2[C:12]([CH:13]=1)=[CH:11][C:10]([N+:14]([O-])=O)=[CH:9][CH:8]=2)(C)(C)C.C([O-])=O.[NH4+]. The catalyst is C(O)C.O.[Pd]. The product is [CH3:23][C:20]1([CH3:24])[O:19][CH:18]([CH2:17][N:6]2[C:7]3[C:12](=[CH:11][C:10]([NH2:14])=[CH:9][CH:8]=3)[CH:13]=[CH:5]2)[CH2:22][O:21]1. The yield is 0.980. (2) The reactants are Br[C:2]1[CH:7]=[CH:6][C:5]([C:8]([F:11])([F:10])[F:9])=[CH:4][C:3]=1[CH2:12][CH2:13][C:14]([OH:16])=O.C([Li])CCC. The catalyst is C1COCC1.CCCCCC. The product is [F:11][C:8]([F:9])([F:10])[C:5]1[CH:4]=[C:3]2[C:2](=[CH:7][CH:6]=1)[C:14](=[O:16])[CH2:13][CH2:12]2. The yield is 0.370. (3) The reactants are [S:1]1[C:5]2[CH:6]=[CH:7][CH:8]=[CH:9][C:4]=2[N:3]=[C:2]1[C:10]1[C:11]([NH2:22])=[N:12][NH:13][C:14]=1[N:15]=[CH:16][C:17]1[NH:18][CH:19]=[CH:20][N:21]=1.[BH4-].[Na+]. No catalyst specified. The product is [S:1]1[C:5]2[CH:6]=[CH:7][CH:8]=[CH:9][C:4]=2[N:3]=[C:2]1[C:10]1[C:11]([NH2:22])=[N:12][NH:13][C:14]=1[NH:15][CH2:16][C:17]1[NH:21][CH:20]=[CH:19][N:18]=1. The yield is 0.840. (4) The reactants are Cl[C:2]1[N:7]=[C:6]([NH:8][CH2:9][C:10]2[CH:11]=[N:12][CH:13]=[CH:14][CH:15]=2)[C:5]([F:16])=[CH:4][N:3]=1.[NH2:17][C:18]1[CH:19]=[C:20]([OH:24])[CH:21]=[CH:22][CH:23]=1. No catalyst specified. The product is [F:16][C:5]1[C:6]([NH:8][CH2:9][C:10]2[CH:11]=[N:12][CH:13]=[CH:14][CH:15]=2)=[N:7][C:2]([NH:17][C:18]2[CH:23]=[CH:22][CH:21]=[C:20]([OH:24])[CH:19]=2)=[N:3][CH:4]=1. The yield is 0.430.